From a dataset of Reaction yield outcomes from USPTO patents with 853,638 reactions. Predict the reaction yield, written as a fraction of the theoretical maximum amount of product (1.0 means a 100% yield; for example, 0.34 means a 34% yield). (1) The reactants are [CH3:1][C:2]([C:12]1[CH:16]=[C:15]([NH:17][C:18](=[O:31])[C:19]([CH3:30])([S:21]([CH:24]2[CH2:29][CH2:28][O:27][CH2:26][CH2:25]2)(=[O:23])=[O:22])[CH3:20])[O:14][N:13]=1)([CH3:11])[CH2:3][O:4]C1CCCCO1.CC1C=CC(S(O)(=O)=O)=CC=1. The catalyst is C(Cl)Cl.C(O)C. The product is [OH:4][CH2:3][C:2]([C:12]1[CH:16]=[C:15]([NH:17][C:18](=[O:31])[C:19]([CH3:30])([S:21]([CH:24]2[CH2:25][CH2:26][O:27][CH2:28][CH2:29]2)(=[O:23])=[O:22])[CH3:20])[O:14][N:13]=1)([CH3:11])[CH3:1]. The yield is 0.820. (2) The reactants are [N:1]1[CH:6]=[CH:5][CH:4]=[CH:3][C:2]=1[C:7]1[NH:11][CH:10]=[C:9]([CH2:12][OH:13])[CH:8]=1.C[N+]1([O-])CCOCC1. The catalyst is C(#N)C.C(OCC)(=O)C.[Ru]([O-])(=O)(=O)=O.C([N+](CCC)(CCC)CCC)CC. The product is [N:1]1[CH:6]=[CH:5][CH:4]=[CH:3][C:2]=1[C:7]1[NH:11][CH:10]=[C:9]([CH:12]=[O:13])[CH:8]=1. The yield is 0.290. (3) The reactants are [CH2:1]([O:5][C:6]1[C:15]2[C:10](=[CH:11][CH:12]=[C:13]([CH2:16][OH:17])[CH:14]=2)[C:9](=[O:18])[N:8]([CH2:19][CH:20]2[CH2:22][CH2:21]2)[C:7]=1[CH2:23][NH:24][C:25](=[O:31])[O:26][C:27]([CH3:30])([CH3:29])[CH3:28])[CH2:2][CH2:3][CH3:4]. The catalyst is O1CCCC1.[O-2].[O-2].[Mn+4]. The product is [CH2:1]([O:5][C:6]1[C:15]2[C:10](=[CH:11][CH:12]=[C:13]([CH:16]=[O:17])[CH:14]=2)[C:9](=[O:18])[N:8]([CH2:19][CH:20]2[CH2:22][CH2:21]2)[C:7]=1[CH2:23][NH:24][C:25](=[O:31])[O:26][C:27]([CH3:30])([CH3:29])[CH3:28])[CH2:2][CH2:3][CH3:4]. The yield is 0.767.